Task: Predict which catalyst facilitates the given reaction.. Dataset: Catalyst prediction with 721,799 reactions and 888 catalyst types from USPTO (1) Reactant: [Cl:1][C:2]1[S:13][C:5]2=[N:6][C:7]([Cl:12])=[C:8]([CH:10]=[O:11])[CH:9]=[C:4]2[CH:3]=1.[CH3:14][Mg]Cl. Product: [Cl:1][C:2]1[S:13][C:5]2=[N:6][C:7]([Cl:12])=[C:8]([CH:10]([OH:11])[CH3:14])[CH:9]=[C:4]2[CH:3]=1. The catalyst class is: 1. (2) Reactant: [CH3:1][N:2]1[CH2:15][C@@H:14]2[C@H:9]([CH2:10][CH2:11][C@:12]3([CH3:20])[C:18](=[O:19])[CH2:17][CH2:16][C@H:13]32)[C@:8]2([CH3:21])[C:3]1=[CH:4][C:5](=[O:22])[CH2:6][CH2:7]2.C[Si]([N-][Si](C)(C)C)(C)C.[K+].C1(N([S:40]([C:43]([F:46])([F:45])[F:44])(=[O:42])=[O:41])[S:40]([C:43]([F:46])([F:45])[F:44])(=[O:42])=[O:41])C=CC=CC=1. Product: [F:44][C:43]([F:46])([F:45])[S:40]([O:19][C:18]1[C@:12]2([CH3:20])[C@H:13]([C@H:14]3[C@H:9]([CH2:10][CH2:11]2)[C@:8]2([CH3:21])[C:3](=[CH:4][C:5](=[O:22])[CH2:6][CH2:7]2)[N:2]([CH3:1])[CH2:15]3)[CH2:16][CH:17]=1)(=[O:42])=[O:41]. The catalyst class is: 1. (3) Reactant: [Br:1][C:2]1[CH:9]=[C:8]([O:10][CH:11]2[CH2:16][CH2:15][CH2:14][CH2:13][O:12]2)[CH:7]=[C:6]([OH:17])[C:3]=1[CH:4]=[O:5].C([O-])([O-])=O.[K+].[K+].[CH2:24](Br)[C:25]1[CH:30]=[CH:29][CH:28]=[CH:27][CH:26]=1. Product: [CH2:24]([O:17][C:6]1[CH:7]=[C:8]([O:10][CH:11]2[CH2:16][CH2:15][CH2:14][CH2:13][O:12]2)[CH:9]=[C:2]([Br:1])[C:3]=1[CH:4]=[O:5])[C:25]1[CH:30]=[CH:29][CH:28]=[CH:27][CH:26]=1. The catalyst class is: 39. (4) Reactant: [CH3:1][O:2][C:3]([C:5]1[C:10]([Br:11])=[C:9](Cl)[CH:8]=[C:7]([Cl:13])[N:6]=1)=[O:4].[N-:14]=[N+:15]=[N-:16].[Na+].O. Product: [CH3:1][O:2][C:3]([C:5]1[C:10]([Br:11])=[C:9]([N:14]=[N+:15]=[N-:16])[CH:8]=[C:7]([Cl:13])[N:6]=1)=[O:4]. The catalyst class is: 3. (5) Reactant: [Cl:1][C:2]1[CH:7]=[CH:6][C:5]([C:8]([N:14]2[C:22]3[CH:21]=[CH:20][CH:19]=[C:18]([NH2:23])[C:17]=3[CH:16]=[CH:15]2)([CH2:12][CH3:13])[CH2:9][O:10][CH3:11])=[CH:4][CH:3]=1.CN1CCOCC1.[CH3:31][S:32](Cl)(=[O:34])=[O:33]. Product: [Cl:1][C:2]1[CH:3]=[CH:4][C:5]([C:8]([N:14]2[C:22]3[C:17](=[C:18]([NH:23][S:32]([CH3:31])(=[O:34])=[O:33])[CH:19]=[CH:20][CH:21]=3)[CH:16]=[CH:15]2)([CH2:12][CH3:13])[CH2:9][O:10][CH3:11])=[CH:6][CH:7]=1. The catalyst class is: 2.